This data is from Catalyst prediction with 721,799 reactions and 888 catalyst types from USPTO. The task is: Predict which catalyst facilitates the given reaction. (1) Reactant: C(O[C:4](=[O:10])[C:5]([O:7][CH2:8][CH3:9])=[O:6])C.[CH3:11][C:12]([CH3:17])([CH3:16])[CH2:13][Mg]Cl. Product: [CH2:8]([O:7][C:5](=[O:6])[C:4](=[O:10])[CH2:11][C:12]([CH3:17])([CH3:16])[CH3:13])[CH3:9]. The catalyst class is: 1. (2) Reactant: Br[C:2]1[C:3]([NH:8][C:9]2[CH:10]=[C:11]([C:15]3[C:20]([CH3:21])=[CH:19][CH:18]=[C:17]([C:22]([NH:24][C:25]4[CH:30]=[CH:29][CH:28]=[C:27]([C:31]([F:34])([F:33])[F:32])[CH:26]=4)=[O:23])[CH:16]=3)[CH:12]=[CH:13][CH:14]=2)=[N:4][CH:5]=[CH:6][CH:7]=1.C([O-])(=[O:37])C.[Na+].C1(C)C=CC=CC=1P(C1C=CC=CC=1C)C1C=CC=CC=1C.CN([CH:65]=[O:66])C. Product: [F:32][C:31]([F:34])([F:33])[C:65]([OH:66])=[O:37].[CH3:21][C:20]1[CH:19]=[CH:18][C:17]([C:22]([NH:24][C:25]2[CH:30]=[CH:29][CH:28]=[C:27]([C:31]([F:32])([F:34])[F:33])[CH:26]=2)=[O:23])=[CH:16][C:15]=1[C:11]1[CH:10]=[C:9]2[C:14]([C:2]3[CH:7]=[CH:6][CH:5]=[N:4][C:3]=3[NH:8]2)=[CH:13][CH:12]=1. The catalyst class is: 167. (3) Reactant: [CH3:1][C:2]([CH3:21])([CH3:20])[C:3]([NH:5][C:6]1[C:15]([C:16]([O:18][CH3:19])=[O:17])=[C:14]2[C:9]([CH:10]=[CH:11][CH2:12][O:13]2)=[CH:8][CH:7]=1)=[O:4].[OH-:22].[Na+].OO. Product: [CH3:1][C:2]([CH3:21])([CH3:20])[C:3]([NH:5][C:6]1[C:15]([C:16]([O:18][CH3:19])=[O:17])=[C:14]2[C:9]([CH2:10][CH:11]([OH:22])[CH2:12][O:13]2)=[CH:8][CH:7]=1)=[O:4]. The catalyst class is: 375. (4) Reactant: CC1(C)O[C:6](=[O:8])[C:5](=[CH:9][NH:10][C:11]2[CH:16]=[CH:15][N:14]=[CH:13][CH:12]=2)C(=O)O1. Product: [NH:10]1[C:11]2[C:12](=[CH:13][N:14]=[CH:15][CH:16]=2)[C:6](=[O:8])[CH:5]=[CH:9]1. The catalyst class is: 736. (5) Reactant: [Cl:1][C:2]1[N:7]=[C:6]([C:8]2([C:13]([OH:15])=O)[CH2:12][CH2:11][CH2:10][CH2:9]2)[CH:5]=[CH:4][CH:3]=1.C(N(CC)CC)C.ClC(OCC)=O.[N-:29]=[N+:30]=[N-:31].[Na+]. Product: [Cl:1][C:2]1[N:7]=[C:6]([C:8]2([C:13]([N:29]=[N+:30]=[N-:31])=[O:15])[CH2:12][CH2:11][CH2:10][CH2:9]2)[CH:5]=[CH:4][CH:3]=1. The catalyst class is: 20.